This data is from Full USPTO retrosynthesis dataset with 1.9M reactions from patents (1976-2016). The task is: Predict the reactants needed to synthesize the given product. (1) Given the product [CH2:12]([N:9]1[CH2:10][CH2:11][C:6]([S:16]([C:19]2[CH:24]=[CH:23][C:22]([O:25][C:26]3[CH:31]=[CH:30][C:29]([Cl:32])=[CH:28][CH:27]=3)=[CH:21][CH:20]=2)(=[O:18])=[O:17])([C:4]([OH:5])=[O:3])[CH2:7][CH2:8]1)[CH2:13][CH2:14][CH3:15], predict the reactants needed to synthesize it. The reactants are: C([O:3][C:4]([C:6]1([S:16]([C:19]2[CH:24]=[CH:23][C:22]([O:25][C:26]3[CH:31]=[CH:30][C:29]([Cl:32])=[CH:28][CH:27]=3)=[CH:21][CH:20]=2)(=[O:18])=[O:17])[CH2:11][CH2:10][N:9]([CH2:12][CH2:13][CH2:14][CH3:15])[CH2:8][CH2:7]1)=[O:5])C. (2) Given the product [CH:1]1([C:4]2[N:8]=[C:7]([C:9]([C@@H:10]([NH:13][C:14]([C@@H:16]([NH:22][C:23]([N:25]3[CH2:31][CH2:30][CH2:29][O:28][CH2:27][CH2:26]3)=[O:24])[CH2:17][C:18]([F:21])([F:20])[CH3:19])=[O:15])[CH2:11][CH3:12])=[O:32])[O:6][N:5]=2)[CH2:2][CH2:3]1, predict the reactants needed to synthesize it. The reactants are: [CH:1]1([C:4]2[N:8]=[C:7]([CH:9]([OH:32])[C@@H:10]([NH:13][C:14]([C@@H:16]([NH:22][C:23]([N:25]3[CH2:31][CH2:30][CH2:29][O:28][CH2:27][CH2:26]3)=[O:24])[CH2:17][C:18]([F:21])([F:20])[CH3:19])=[O:15])[CH2:11][CH3:12])[O:6][N:5]=2)[CH2:3][CH2:2]1.CC(OI1(OC(C)=O)(OC(C)=O)OC(=O)C2C=CC=CC1=2)=O. (3) Given the product [CH3:1][O:2][C:3]([C:5]1[S:6][C:7]([C:11]2[CH:16]=[CH:15][C:14]([Cl:17])=[CH:13][CH:12]=2)=[CH:8][C:9]=1[N:10]=[CH:20][N:23]([CH3:25])[CH3:24])=[O:4], predict the reactants needed to synthesize it. The reactants are: [CH3:1][O:2][C:3]([C:5]1[S:6][C:7]([C:11]2[CH:16]=[CH:15][C:14]([Cl:17])=[CH:13][CH:12]=2)=[CH:8][C:9]=1[NH2:10])=[O:4].CO[CH:20]([N:23]([CH3:25])[CH3:24])OC. (4) Given the product [CH3:15][N:14]([CH3:16])[C:12]1[NH:11][N:10]=[C:9]([NH:8][C:6]2[C:5]([F:17])=[CH:4][N:3]=[C:2]([NH:28][C@H:26]([C:23]3[N:24]=[CH:25][C:20]([F:19])=[CH:21][N:22]=3)[CH3:27])[N:7]=2)[CH:13]=1, predict the reactants needed to synthesize it. The reactants are: Cl[C:2]1[N:7]=[C:6]([NH:8][C:9]2[CH:13]=[C:12]([N:14]([CH3:16])[CH3:15])[NH:11][N:10]=2)[C:5]([F:17])=[CH:4][N:3]=1.Cl.[F:19][C:20]1[CH:21]=[N:22][C:23]([C@@H:26]([NH2:28])[CH3:27])=[N:24][CH:25]=1.CCN(C(C)C)C(C)C.